Task: Predict the reactants needed to synthesize the given product.. Dataset: Retrosynthesis with 50K atom-mapped reactions and 10 reaction types from USPTO Given the product CS(=O)c1ccccc1C1CCN(C(=O)OCc2ccccc2)CC1, predict the reactants needed to synthesize it. The reactants are: CSc1ccccc1C1CCN(C(=O)OCc2ccccc2)CC1.[OH-].